Dataset: Catalyst prediction with 721,799 reactions and 888 catalyst types from USPTO. Task: Predict which catalyst facilitates the given reaction. (1) Product: [F:19][C:16]1[CH:17]=[CH:18][C:13]([CH:7]2[C:6]([C:4]([OH:5])=[O:3])=[CH:11][NH:10][C:9](=[O:12])[NH:8]2)=[CH:14][CH:15]=1. Reactant: C([O:3][C:4]([C:6]1[CH:7]([C:13]2[CH:18]=[CH:17][C:16]([F:19])=[CH:15][CH:14]=2)[NH:8][C:9](=[O:12])[NH:10][CH:11]=1)=[O:5])C.[OH-].[Na+].Cl. The catalyst class is: 24. (2) The catalyst class is: 5. Reactant: [CH3:1][C:2]1[CH2:7][CH2:6][CH2:5][C:4]([CH3:9])([CH3:8])[C:3]=1[CH:10]=O.[CH2:12]([O:14][C:15]1[CH:16]=[C:17]([CH:19]=[CH:20][CH:21]=1)[NH2:18])[CH3:13].C(O)(=O)C.C([BH3-])#N.[Na+]. Product: [CH2:12]([O:14][C:15]1[CH:16]=[C:17]([CH:19]=[CH:20][CH:21]=1)[NH:18][CH2:10][C:3]1[C:4]([CH3:8])([CH3:9])[CH2:5][CH2:6][CH2:7][C:2]=1[CH3:1])[CH3:13]. (3) Reactant: [C:1]([CH2:9][NH:10][CH2:11][C:12]1[CH:13]=[C:14]([C:18]2[CH:23]=[CH:22][C:21](/[CH:24]=[C:25](\[CH3:31])/[C:26]([O:28]CC)=[O:27])=[CH:20][C:19]=2[O:32][CH2:33][CH2:34][CH2:35][CH3:36])[CH:15]=[CH:16][CH:17]=1)(=[O:8])[C:2]1[CH:7]=[CH:6][CH:5]=[CH:4][CH:3]=1.[OH-].[Na+]. Product: [C:1]([CH2:9][NH:10][CH2:11][C:12]1[CH:13]=[C:14]([C:18]2[CH:23]=[CH:22][C:21](/[CH:24]=[C:25](\[CH3:31])/[C:26]([OH:28])=[O:27])=[CH:20][C:19]=2[O:32][CH2:33][CH2:34][CH2:35][CH3:36])[CH:15]=[CH:16][CH:17]=1)(=[O:8])[C:2]1[CH:7]=[CH:6][CH:5]=[CH:4][CH:3]=1. The catalyst class is: 8.